From a dataset of Forward reaction prediction with 1.9M reactions from USPTO patents (1976-2016). Predict the product of the given reaction. (1) Given the reactants [CH2:1]([S:5](Cl)(=[O:7])=[O:6])[CH2:2][CH2:3][CH3:4].[NH2:9][C:10]1[CH:11]=[C:12]([CH:22]=[CH:23][C:24]=1[O:25][CH3:26])[C:13]([NH:15][C:16]1[CH:21]=[CH:20][CH:19]=[CH:18][CH:17]=1)=[O:14], predict the reaction product. The product is: [CH2:1]([S:5]([NH:9][C:10]1[CH:11]=[C:12]([CH:22]=[CH:23][C:24]=1[O:25][CH3:26])[C:13]([NH:15][C:16]1[CH:21]=[CH:20][CH:19]=[CH:18][CH:17]=1)=[O:14])(=[O:7])=[O:6])[CH2:2][CH2:3][CH3:4]. (2) Given the reactants [Br:1][C:2]1[CH:7]=[CH:6][C:5]([C:8]([CH3:13])([CH2:11][OH:12])[C:9]#[N:10])=[CH:4][CH:3]=1.[C:14]1([CH3:24])[CH:19]=[CH:18][C:17]([S:20](Cl)(=[O:22])=[O:21])=[CH:16][CH:15]=1, predict the reaction product. The product is: [Br:1][C:2]1[CH:3]=[CH:4][C:5]([C:8]([C:9]#[N:10])([CH3:13])[CH2:11][O:12][S:20]([C:17]2[CH:18]=[CH:19][C:14]([CH3:24])=[CH:15][CH:16]=2)(=[O:22])=[O:21])=[CH:6][CH:7]=1.